Predict the reaction yield, written as a fraction of the theoretical maximum amount of product (1.0 means a 100% yield; for example, 0.34 means a 34% yield). From a dataset of Reaction yield outcomes from USPTO patents with 853,638 reactions. The reactants are [CH2:1]([N:8]([CH2:38][C:39]1[CH:44]=[CH:43][CH:42]=[CH:41][CH:40]=1)[CH:9]1[CH2:13][CH:12]([C:14](=O)[CH2:15][NH:16][C:17]2[N:18]=[C:19]3[CH:25]=[CH:24][N:23]([S:26]([C:29]4[CH:35]=[CH:34][C:32]([CH3:33])=[CH:31][CH:30]=4)(=[O:28])=[O:27])[C:20]3=[N:21][CH:22]=2)[CH:11]([CH3:37])[CH2:10]1)[C:2]1[CH:7]=[CH:6][CH:5]=[CH:4][CH:3]=1.COC1C=CC(P2(SP(C3C=CC(OC)=CC=3)(=S)S2)=S)=CC=1. No catalyst specified. The product is [CH2:1]([N:8]([CH2:38][C:39]1[CH:44]=[CH:43][CH:42]=[CH:41][CH:40]=1)[CH:9]1[CH2:13][CH:12]([C:14]2[N:18]3[C:19]4[CH:25]=[CH:24][N:23]([S:26]([C:29]5[CH:35]=[CH:34][C:32]([CH3:33])=[CH:31][CH:30]=5)(=[O:28])=[O:27])[C:20]=4[N:21]=[CH:22][C:17]3=[N:16][CH:15]=2)[CH:11]([CH3:37])[CH2:10]1)[C:2]1[CH:7]=[CH:6][CH:5]=[CH:4][CH:3]=1. The yield is 0.870.